From a dataset of NCI-60 drug combinations with 297,098 pairs across 59 cell lines. Regression. Given two drug SMILES strings and cell line genomic features, predict the synergy score measuring deviation from expected non-interaction effect. (1) Drug 1: C1=CC(=C2C(=C1NCCNCCO)C(=O)C3=C(C=CC(=C3C2=O)O)O)NCCNCCO. Cell line: OVCAR-8. Synergy scores: CSS=30.2, Synergy_ZIP=-1.38, Synergy_Bliss=-3.18, Synergy_Loewe=-3.17, Synergy_HSA=-3.08. Drug 2: C#CCC(CC1=CN=C2C(=N1)C(=NC(=N2)N)N)C3=CC=C(C=C3)C(=O)NC(CCC(=O)O)C(=O)O. (2) Cell line: HOP-62. Synergy scores: CSS=8.98, Synergy_ZIP=4.91, Synergy_Bliss=9.64, Synergy_Loewe=-0.276, Synergy_HSA=1.74. Drug 1: CC1=C(C=C(C=C1)NC(=O)C2=CC=C(C=C2)CN3CCN(CC3)C)NC4=NC=CC(=N4)C5=CN=CC=C5. Drug 2: CC(C)CN1C=NC2=C1C3=CC=CC=C3N=C2N. (3) Drug 1: CC1=C(C(=CC=C1)Cl)NC(=O)C2=CN=C(S2)NC3=CC(=NC(=N3)C)N4CCN(CC4)CCO. Drug 2: CN1C2=C(C=C(C=C2)N(CCCl)CCCl)N=C1CCCC(=O)O.Cl. Cell line: SN12C. Synergy scores: CSS=28.1, Synergy_ZIP=-1.77, Synergy_Bliss=2.16, Synergy_Loewe=-33.7, Synergy_HSA=2.62. (4) Drug 1: CC(C)CN1C=NC2=C1C3=CC=CC=C3N=C2N. Drug 2: C(CN)CNCCSP(=O)(O)O. Cell line: HCT-15. Synergy scores: CSS=-0.527, Synergy_ZIP=-3.61, Synergy_Bliss=-8.39, Synergy_Loewe=-8.37, Synergy_HSA=-7.50. (5) Drug 1: C1C(C(OC1N2C=C(C(=O)NC2=O)F)CO)O. Drug 2: CC12CCC3C(C1CCC2OP(=O)(O)O)CCC4=C3C=CC(=C4)OC(=O)N(CCCl)CCCl.[Na+]. Cell line: ACHN. Synergy scores: CSS=34.3, Synergy_ZIP=-5.15, Synergy_Bliss=-4.79, Synergy_Loewe=-27.8, Synergy_HSA=-3.20. (6) Drug 1: CC12CCC3C(C1CCC2OP(=O)(O)O)CCC4=C3C=CC(=C4)OC(=O)N(CCCl)CCCl.[Na+]. Drug 2: N.N.Cl[Pt+2]Cl. Cell line: NCIH23. Synergy scores: CSS=51.9, Synergy_ZIP=1.11, Synergy_Bliss=-0.594, Synergy_Loewe=-36.3, Synergy_HSA=-0.898.